From a dataset of Reaction yield outcomes from USPTO patents with 853,638 reactions. Predict the reaction yield, written as a fraction of the theoretical maximum amount of product (1.0 means a 100% yield; for example, 0.34 means a 34% yield). (1) The reactants are Cl[C:2]1[C:3]([C:12]([F:15])([F:14])[F:13])=[CH:4][C:5]([N+:9]([O-:11])=[O:10])=[C:6]([NH2:8])[CH:7]=1.C(=O)([O-])[O-].[K+].[K+].[CH2:22]([SH:25])[CH2:23][CH3:24]. The catalyst is CN(C=O)C. The product is [N+:9]([C:5]1[CH:4]=[C:3]([C:12]([F:15])([F:14])[F:13])[C:2]([S:25][CH2:22][CH2:23][CH3:24])=[CH:7][C:6]=1[NH2:8])([O-:11])=[O:10]. The yield is 0.950. (2) The reactants are [CH3:1][N:2]1[CH2:7][CH2:6][N:5]([CH2:8][CH2:9][CH2:10][NH:11][C:12]2[CH:17]=[CH:16][C:15]([N+:18]([O-])=O)=[CH:14][CH:13]=2)[CH2:4][CH2:3]1.O.NN. The catalyst is [Ni].CCO. The product is [CH3:1][N:2]1[CH2:3][CH2:4][N:5]([CH2:8][CH2:9][CH2:10][NH:11][C:12]2[CH:13]=[CH:14][C:15]([NH2:18])=[CH:16][CH:17]=2)[CH2:6][CH2:7]1. The yield is 0.830. (3) The reactants are [CH3:1][O:2][C:3](=[O:29])[C:4]1[CH:9]=[CH:8][C:7]([O:10][CH2:11][CH2:12][CH2:13]Br)=[CH:6][C:5]=1[NH:15][C:16](=[O:28])[C:17]1[CH:22]=[CH:21][C:20]([O:23][C:24]([F:27])([F:26])[F:25])=[CH:19][CH:18]=1.[C:30]1([C:39]2[CH:44]=[CH:43][CH:42]=[CH:41][CH:40]=2)[CH:35]=[CH:34][C:33]([CH:36]=[N:37][OH:38])=[CH:32][CH:31]=1.C(=O)([O-])[O-].[Cs+].[Cs+]. The catalyst is CC(C)=O. The product is [CH3:1][O:2][C:3](=[O:29])[C:4]1[CH:9]=[CH:8][C:7]([O:10][CH2:11][CH2:12][CH2:13][O:38]/[N:37]=[CH:36]/[C:33]2[CH:34]=[CH:35][C:30]([C:39]3[CH:40]=[CH:41][CH:42]=[CH:43][CH:44]=3)=[CH:31][CH:32]=2)=[CH:6][C:5]=1[NH:15][C:16](=[O:28])[C:17]1[CH:22]=[CH:21][C:20]([O:23][C:24]([F:27])([F:26])[F:25])=[CH:19][CH:18]=1. The yield is 0.800. (4) The reactants are [NH2:1][C:2]1[S:3][C:4]([CH2:14][C:15]2[CH:20]=[CH:19][CH:18]=[CH:17][CH:16]=2)=[CH:5][C:6]=1[C:7]([O:9][C:10]([CH3:13])([CH3:12])[CH3:11])=[O:8].[Cl:21][C:22]1[CH:27]=[CH:26][CH:25]=[C:24]([Cl:28])[C:23]=1[N:29]=[C:30]=[O:31].C(N(CC)CC)C. The catalyst is CN(C=O)C. The product is [Cl:21][C:22]1[CH:27]=[CH:26][CH:25]=[C:24]([Cl:28])[C:23]=1[NH:29][C:30]([NH:1][C:2]1[S:3][C:4]([CH2:14][C:15]2[CH:16]=[CH:17][CH:18]=[CH:19][CH:20]=2)=[CH:5][C:6]=1[C:7]([O:9][C:10]([CH3:12])([CH3:13])[CH3:11])=[O:8])=[O:31]. The yield is 0.500. (5) The catalyst is Cl[Pd]Cl.C1(P(C2C=CC=CC=2)[C-]2C=CC=C2)C=CC=CC=1.[C-]1(P(C2C=CC=CC=2)C2C=CC=CC=2)C=CC=C1.[Fe+2]. The yield is 0.428. The reactants are Br[C:2]1[CH:15]=[CH:14][C:5]([CH2:6][N:7]2[CH:12]=[CH:11][CH:10]=[N:9][C:8]2=[O:13])=[CH:4][C:3]=1[Cl:16].C([O-])(=O)C.[K+].[B:22]1([B:22]2[O:26][C:25]([CH3:28])([CH3:27])[C:24]([CH3:30])([CH3:29])[O:23]2)[O:26][C:25]([CH3:28])([CH3:27])[C:24]([CH3:30])([CH3:29])[O:23]1. The product is [Cl:16][C:3]1[CH:4]=[C:5]([CH:14]=[CH:15][C:2]=1[B:22]1[O:26][C:25]([CH3:28])([CH3:27])[C:24]([CH3:30])([CH3:29])[O:23]1)[CH2:6][N:7]1[CH:12]=[CH:11][CH:10]=[N:9][C:8]1=[O:13]. (6) The reactants are Cl.C(O[N:5]=[CH:6][C:7]1[CH:17]=[CH:16][C:10]([C:11]([O:13][CH2:14][CH3:15])=[O:12])=[CH:9][CH:8]=1)C.[CH2:18](N)[CH2:19][NH2:20]. The catalyst is C(O)C. The product is [NH:20]1[CH2:19][CH2:18][N:5]=[C:6]1[C:7]1[CH:8]=[CH:9][C:10]([C:11]([O:13][CH2:14][CH3:15])=[O:12])=[CH:16][CH:17]=1. The yield is 0.190.